Task: Regression. Given a peptide amino acid sequence and an MHC pseudo amino acid sequence, predict their binding affinity value. This is MHC class II binding data.. Dataset: Peptide-MHC class II binding affinity with 134,281 pairs from IEDB (1) The peptide sequence is ALSYYPTPLAKEDFL. The MHC is HLA-DQA10501-DQB10201 with pseudo-sequence HLA-DQA10501-DQB10201. The binding affinity (normalized) is 0.192. (2) The peptide sequence is EIYEDVTFQQKVL. The MHC is DRB4_0101 with pseudo-sequence DRB4_0103. The binding affinity (normalized) is 0.0410. (3) The peptide sequence is EFQVVNPHLLRVLTE. The MHC is DRB1_0101 with pseudo-sequence DRB1_0101. The binding affinity (normalized) is 0.683. (4) The peptide sequence is LNCNINNVVRIKVPF. The MHC is DRB1_0101 with pseudo-sequence DRB1_0101. The binding affinity (normalized) is 0.434. (5) The peptide sequence is ESYKFIPTLEAAV. The MHC is DRB1_0401 with pseudo-sequence DRB1_0401. The binding affinity (normalized) is 0.601.